From a dataset of Catalyst prediction with 721,799 reactions and 888 catalyst types from USPTO. Predict which catalyst facilitates the given reaction. The catalyst class is: 8. Product: [ClH:39].[CH:1]1([C:4]([NH:6][C:7]2[N:8]=[C:9]3[CH:14]=[CH:13][C:12]([O:15][C:16]4[CH:17]=[C:18]([NH:22][C:23]([C:25]5[N:29]([CH3:30])[N:28]=[C:27]([CH3:31])[CH:26]=5)=[O:24])[CH:19]=[CH:20][CH:21]=4)=[CH:11][N:10]3[CH:32]=2)=[O:5])[CH2:3][CH2:2]1. Reactant: [CH:1]1([C:4]([NH:6][C:7]2[N:8]=[C:9]3[CH:14]=[CH:13][C:12]([O:15][C:16]4[CH:17]=[C:18]([NH:22][C:23]([C:25]5[N:29]([CH3:30])[N:28]=[C:27]([CH3:31])[CH:26]=5)=[O:24])[CH:19]=[CH:20][CH:21]=4)=[CH:11][N:10]3[CH:32]=2)=[O:5])[CH2:3][CH2:2]1.C(OCC)(=O)C.[ClH:39].